The task is: Predict the product of the given reaction.. This data is from Forward reaction prediction with 1.9M reactions from USPTO patents (1976-2016). (1) The product is: [CH2:6]([C:5]1[O:23][CH2:2][CH2:3][N:4]=1)[CH2:7][CH2:8][CH2:9][CH2:10][CH2:11][CH2:12][CH2:13][CH2:14][CH2:15][CH2:16][CH2:17][CH2:18][CH2:19][CH2:20][CH2:21][CH3:22]. Given the reactants O[CH2:2][CH2:3][NH:4][C:5](=[O:23])[CH2:6][CH2:7][CH2:8][CH2:9][CH2:10][CH2:11][CH2:12][CH2:13][CH2:14][CH2:15][CH2:16][CH2:17][CH2:18][CH2:19][CH2:20][CH2:21][CH3:22], predict the reaction product. (2) Given the reactants [O:1]1[CH:5]=[CH:4][N:3]=[CH:2]1.C([Li])CCC.[Cl:11][CH2:12][CH2:13][C:14](Cl)=[O:15].[Cl-].[NH4+], predict the reaction product. The product is: [Cl:11][CH2:12][CH2:13][C:14]([C:2]1[O:1][CH:5]=[CH:4][N:3]=1)=[O:15]. (3) Given the reactants [CH2:1]([O:3][C:4]([C:6]1[C:14]2[C:9](=[CH:10][C:11]([O:15][Si](C(C)(C)C)(C3C=CC=CC=3)C3C=CC=CC=3)=[CH:12][CH:13]=2)[N:8]([CH:33]2[CH2:38][CH2:37][CH2:36][CH2:35][O:34]2)[N:7]=1)=[O:5])[CH3:2].CCCC[N+](CCCC)(CCCC)CCCC.[F-].C1COCC1.C(OCC)(=O)C, predict the reaction product. The product is: [CH2:1]([O:3][C:4]([C:6]1[C:14]2[C:9](=[CH:10][C:11]([OH:15])=[CH:12][CH:13]=2)[N:8]([CH:33]2[CH2:38][CH2:37][CH2:36][CH2:35][O:34]2)[N:7]=1)=[O:5])[CH3:2]. (4) The product is: [NH2:1][C:2]1[CH:11]=[CH:10][C:9]2[C:8]([N:12]([C:13]([O:15][C:16]([CH3:19])([CH3:17])[CH3:18])=[O:14])[C:20]([O:22][C:23]([CH3:24])([CH3:25])[CH3:26])=[O:21])=[N:7][CH:6]=[CH:5][C:4]=2[C:3]=1[C:27]([NH2:37])=[O:29]. Given the reactants [NH2:1][C:2]1[CH:11]=[CH:10][C:9]2[C:8]([N:12]([C:20]([O:22][C:23]([CH3:26])([CH3:25])[CH3:24])=[O:21])[C:13]([O:15][C:16]([CH3:19])([CH3:18])[CH3:17])=[O:14])=[N:7][CH:6]=[CH:5][C:4]=2[C:3]=1[C:27]([O:29]C1C=CC=CC=1)=O.[OH-].[NH4+:37].O1CCOCC1, predict the reaction product. (5) Given the reactants [I:1][C:2]1[CH:7]=[CH:6][C:5]([C:8]([F:11])([F:10])[F:9])=[CH:4][C:3]=1[C@@H:12]1[O:16][C:15](=[O:17])[NH:14][C@H:13]1[CH3:18].[H-].[Na+].[F:21][C:22]([F:36])([F:35])[C:23]1[CH:24]=[C:25]([CH:28]=[C:29]([C:31]([F:34])([F:33])[F:32])[CH:30]=1)[CH2:26]Br, predict the reaction product. The product is: [F:21][C:22]([F:35])([F:36])[C:23]1[CH:24]=[C:25]([CH:28]=[C:29]([C:31]([F:34])([F:32])[F:33])[CH:30]=1)[CH2:26][N:14]1[C@@H:13]([CH3:18])[C@H:12]([C:3]2[CH:4]=[C:5]([C:8]([F:9])([F:10])[F:11])[CH:6]=[CH:7][C:2]=2[I:1])[O:16][C:15]1=[O:17]. (6) Given the reactants Cl.[NH:2]=[C:3]1[N:9]=[CH:8][CH:7]=[CH:6][N:5](C(OC(C)(C)C)=O)[CH2:4]1.C(N(CC)CC)C.Br[CH2:25][C:26]([C:28]([F:31])([F:30])[F:29])=O, predict the reaction product. The product is: [F:29][C:28]([F:31])([F:30])[C:26]1[N:2]=[C:3]2[CH2:4][NH:5][CH2:6][CH2:7][CH2:8][N:9]2[CH:25]=1.